Dataset: Forward reaction prediction with 1.9M reactions from USPTO patents (1976-2016). Task: Predict the product of the given reaction. (1) The product is: [F:4][C:5]1[CH:10]=[CH:9][C:8]([NH:11][C:12]2[C:13]3[CH:20]=[C:19]([C:21]([OH:23])=[O:22])[S:18][C:14]=3[N:15]=[CH:16][N:17]=2)=[C:7]([O:25][CH:26]2[CH2:27][CH2:28][O:29][CH2:30][CH2:31]2)[CH:6]=1. Given the reactants O.[OH-].[Li+].[F:4][C:5]1[CH:10]=[CH:9][C:8]([NH:11][C:12]2[C:13]3[CH:20]=[C:19]([C:21]([O:23]C)=[O:22])[S:18][C:14]=3[N:15]=[CH:16][N:17]=2)=[C:7]([O:25][CH:26]2[CH2:31][CH2:30][O:29][CH2:28][CH2:27]2)[CH:6]=1.Cl, predict the reaction product. (2) Given the reactants Cl[CH2:2][CH2:3][CH2:4][CH2:5][CH:6]([C:19]1[NH:23][N:22]=[C:21]([NH:24][C:25]2[CH:30]=[CH:29][C:28]([N:31]3[CH:35]=[C:34]([Cl:36])[N:33]=[CH:32]3)=[C:27]([O:37][CH3:38])[CH:26]=2)[N:20]=1)[C:7]1[CH:12]=[CH:11][C:10]([O:13][CH2:14][C:15]([F:18])([F:17])[F:16])=[CH:9][CH:8]=1.[I-].[Na+], predict the reaction product. The product is: [Cl:36][C:34]1[N:33]=[CH:32][N:31]([C:28]2[CH:29]=[CH:30][C:25]([NH:24][C:21]3[N:20]=[C:19]4[CH:6]([C:7]5[CH:12]=[CH:11][C:10]([O:13][CH2:14][C:15]([F:16])([F:18])[F:17])=[CH:9][CH:8]=5)[CH2:5][CH2:4][CH2:3][CH2:2][N:23]4[N:22]=3)=[CH:26][C:27]=2[O:37][CH3:38])[CH:35]=1. (3) The product is: [OH:2][C:3]1[C:4]2[S:12][C:11]([C:13]([OH:15])=[O:14])=[CH:10][C:5]=2[N:6]=[C:7]([CH3:9])[N:8]=1. Given the reactants C[O:2][C:3]1[C:4]2[S:12][C:11]([C:13]([OH:15])=[O:14])=[CH:10][C:5]=2[N:6]=[C:7]([CH3:9])[N:8]=1.Cl, predict the reaction product.